This data is from Catalyst prediction with 721,799 reactions and 888 catalyst types from USPTO. The task is: Predict which catalyst facilitates the given reaction. (1) Reactant: Cl.[CH3:2][C:3]12[C:24](=[O:25])[CH2:23][CH2:22][CH:4]1[CH:5]1[C:10]([CH2:11][CH2:12]2)=[C:9]([CH2:13][CH2:14][C:15]2([CH3:20])OCC[O:16]2)[C:8](=[O:21])[CH2:7][O:6]1. Product: [CH3:2][C:3]12[C:24](=[O:25])[CH2:23][CH2:22][CH:4]1[CH:5]1[C:10]([CH2:11][CH2:12]2)=[C:9]([CH2:13][CH2:14][C:15](=[O:16])[CH3:20])[C:8](=[O:21])[CH2:7][O:6]1. The catalyst class is: 21. (2) Reactant: [C:1]1([C:28]2[CH:33]=[CH:32][CH:31]=[CH:30][CH:29]=2)[CH:6]=[CH:5][CH:4]=[C:3]([NH:7][C:8](=[O:27])[CH2:9][CH2:10][CH2:11][CH2:12][CH2:13][NH:14][C:15](=O)[CH2:16][O:17][CH2:18][C:19]2[CH:24]=[CH:23][C:22]([F:25])=[CH:21][CH:20]=2)[CH:2]=1.COC1C=CC(P2(SP(C3C=CC(OC)=CC=3)(=S)S2)=[S:43])=CC=1. Product: [C:1]1([C:28]2[CH:33]=[CH:32][CH:31]=[CH:30][CH:29]=2)[CH:6]=[CH:5][CH:4]=[C:3]([NH:7][C:8](=[O:27])[CH2:9][CH2:10][CH2:11][CH2:12][CH2:13][NH:14][C:15](=[S:43])[CH2:16][O:17][CH2:18][C:19]2[CH:24]=[CH:23][C:22]([F:25])=[CH:21][CH:20]=2)[CH:2]=1. The catalyst class is: 1. (3) Reactant: [OH:1][CH:2]1[C:6]([CH3:8])([CH3:7])[CH2:5][N:4](C(OCC2C=CC=CC=2)=O)[CH:3]1[CH3:19]. Product: [CH3:19][CH:3]1[CH:2]([OH:1])[C:6]([CH3:8])([CH3:7])[CH2:5][NH:4]1. The catalyst class is: 129. (4) Reactant: [NH2:1][C:2]1[CH:3]=[N:4][CH:5]=[CH:6][C:7]=1[NH:8][CH3:9].Cl[C:11](Cl)([O:13]C(=O)OC(Cl)(Cl)Cl)Cl. Product: [CH3:9][N:8]1[C:7]2[CH:6]=[CH:5][N:4]=[CH:3][C:2]=2[NH:1][C:11]1=[O:13]. The catalyst class is: 23. (5) Reactant: [NH:1]([C:3]([C:5]1[CH:10]=[CH:9][C:8]([CH2:11][N:12]([CH3:20])[C:13](=[O:19])[O:14][C:15]([CH3:18])([CH3:17])[CH3:16])=[CH:7][CH:6]=1)=[O:4])[NH2:2].[NH2:21][C:22]1[C:27]([C:28](O)=[O:29])=C[C:25]([Br:31])=[CH:24][N:23]=1.C([N:34](CC)CC)C.CN(C(ON1N=NC2C=CC=CC1=2)=[N+](C)C)C.[B-](F)(F)(F)F. Product: [NH2:21][C:22]1[C:27]([C:28]([NH:2][NH:1][C:3]([C:5]2[CH:6]=[CH:7][C:8]([CH2:11][N:12]([CH3:20])[C:13](=[O:19])[O:14][C:15]([CH3:16])([CH3:17])[CH3:18])=[CH:9][CH:10]=2)=[O:4])=[O:29])=[N:34][C:25]([Br:31])=[CH:24][N:23]=1. The catalyst class is: 248. (6) Product: [O:30]=[C:31]1[CH2:36][O:35][CH2:34][CH2:33][N:32]1[C:37]1[CH:38]=[CH:39][C:40]([NH:43][C:44]([C@H:46]2[CH2:50][C@@H:49]([OH:51])[CH2:48][N:47]2[C:9](=[O:11])[CH2:8][C:5]2[CH:4]=[CH:3][C:2]([Cl:1])=[CH:7][CH:6]=2)=[O:45])=[CH:41][CH:42]=1. Reactant: [Cl:1][C:2]1[CH:7]=[CH:6][C:5]([CH2:8][C:9]([OH:11])=O)=[CH:4][CH:3]=1.C(OC1C=CC2C(=CC=CC=2)N1C(OCC)=O)C.[O:30]=[C:31]1[CH2:36][O:35][CH2:34][CH2:33][N:32]1[C:37]1[CH:42]=[CH:41][C:40]([NH:43][C:44]([C@H:46]2[CH2:50][C@@H:49]([OH:51])[CH2:48][NH:47]2)=[O:45])=[CH:39][CH:38]=1.C(N(CC)CC)C. The catalyst class is: 11. (7) Reactant: C(OC([N:6]1[CH2:12][CH2:11][CH2:10][N:9]([C:13]2[NH:17][C:16]3[CH:18]=[CH:19][CH:20]=[CH:21][C:15]=3[N:14]=2)[CH2:8][CH2:7]1)=O)C.Br.[IH:23].O. Product: [IH:23].[NH:14]1[C:15]2[CH:21]=[CH:20][CH:19]=[CH:18][C:16]=2[N:17]=[C:13]1[N:9]1[CH2:10][CH2:11][CH2:12][NH:6][CH2:7][CH2:8]1. The catalyst class is: 621. (8) Reactant: [Cl:1][C:2]1[C:3]([N:27]([CH3:29])[CH3:28])=[CH:4][C:5]2[N:11]=[C:10]([C:12]3[CH:17]=[CH:16][CH:15]=[C:14]([C:18]4[S:19][CH:20]=[C:21]([CH2:23]Cl)[N:22]=4)[CH:13]=3)[CH2:9][C:8](=[O:25])[NH:7][C:6]=2[CH:26]=1.[CH3:30][NH2:31].O.[OH-].[Na+]. Product: [Cl:1][C:2]1[C:3]([N:27]([CH3:29])[CH3:28])=[CH:4][C:5]2[N:11]=[C:10]([C:12]3[CH:17]=[CH:16][CH:15]=[C:14]([C:18]4[S:19][CH:20]=[C:21]([CH2:23][NH:31][CH3:30])[N:22]=4)[CH:13]=3)[CH2:9][C:8](=[O:25])[NH:7][C:6]=2[CH:26]=1. The catalyst class is: 14.